Predict the product of the given reaction. From a dataset of Forward reaction prediction with 1.9M reactions from USPTO patents (1976-2016). (1) Given the reactants [C:1]([C:3]1[CH:4]=[C:5]([CH:7]=[CH:8][CH:9]=1)[NH2:6])#[CH:2].Br[CH2:11][CH2:12][P:13](=[O:20])([O:17][CH2:18][CH3:19])[O:14][CH2:15][CH3:16].C(=O)([O-])[O-].[K+].[K+], predict the reaction product. The product is: [C:1]([C:3]1[CH:4]=[C:5]([NH:6][CH2:11][CH2:12][P:13](=[O:20])([O:17][CH2:18][CH3:19])[O:14][CH2:15][CH3:16])[CH:7]=[CH:8][CH:9]=1)#[CH:2]. (2) Given the reactants Cl[C:2]1[N:7]=[C:6]([CH:8]([CH:11]2[N:15]([CH2:16][CH3:17])[C:14]3[CH:18]=[CH:19][CH:20]=[CH:21][C:13]=3[NH:12]2)[C:9]#[N:10])[C:5]([CH3:22])=[CH:4][N:3]=1.[NH2:23][CH:24]([CH2:26][CH2:27][CH3:28])[CH3:25], predict the reaction product. The product is: [CH2:16]([N:15]1[C:14]2[CH:18]=[CH:19][CH:20]=[CH:21][C:13]=2[N:12]=[C:11]1[CH:8]([C:6]1[C:5]([CH3:22])=[CH:4][N:3]=[C:2]([NH:23][CH:24]([CH3:25])[CH2:26][CH2:27][CH3:28])[N:7]=1)[C:9]#[N:10])[CH3:17]. (3) Given the reactants [Cl:1][C:2]1[CH:3]=[C:4]([CH:25]=[CH:26][CH:27]=1)[CH2:5][C@@H:6]([CH2:10][CH2:11][C@H:12]([CH2:16][C:17]1[CH:22]=[CH:21][C:20]([O:23]C)=[CH:19][CH:18]=1)[C:13]([OH:15])=[O:14])[C:7]([OH:9])=[O:8].Cl.N1C=CC=CC=1, predict the reaction product. The product is: [Cl:1][C:2]1[CH:3]=[C:4]([CH:25]=[CH:26][CH:27]=1)[CH2:5][C@@H:6]([CH2:10][CH2:11][C@H:12]([CH2:16][C:17]1[CH:18]=[CH:19][C:20]([OH:23])=[CH:21][CH:22]=1)[C:13]([OH:15])=[O:14])[C:7]([OH:9])=[O:8]. (4) The product is: [ClH:1].[Cl:1][C:2]1[C:11]([CH2:12][NH:13][CH:14]2[CH2:19][CH2:18][N:17]([CH2:20][CH2:21][N:22]3[C:31]4[C:26](=[CH:27][CH:28]=[C:29]([O:32][CH3:33])[CH:30]=4)[N:25]=[CH:24][C:23]3=[O:34])[CH2:16][CH2:15]2)=[N:10][C:9]2[NH:8][C:7](=[O:35])[CH2:6][S:5][C:4]=2[CH:3]=1. Given the reactants [Cl:1][C:2]1[C:11]([CH2:12][NH:13][CH:14]2[CH2:19][CH2:18][N:17]([CH2:20][CH2:21][N:22]3[C:31]4[C:26](=[CH:27][CH:28]=[C:29]([O:32][CH3:33])[CH:30]=4)[N:25]=[CH:24][C:23]3=[O:34])[CH2:16][CH2:15]2)=[N:10][C:9]2[NH:8][C:7](=[O:35])[CH2:6][S:5][C:4]=2[CH:3]=1.Cl.C(OCC)(=O)C, predict the reaction product. (5) Given the reactants C(N1C=CN=C1)(N1C=CN=C1)=O.[C:13]([O:17][C:18]([NH:20][CH:21]([C:26]1[CH:31]=[CH:30][C:29]([O:32][CH3:33])=[C:28]([O:34][CH2:35][CH3:36])[CH:27]=1)[CH2:22][C:23]([OH:25])=O)=[O:19])([CH3:16])([CH3:15])[CH3:14].Cl.[CH3:38][NH:39][O:40][CH3:41].CN1CCCCC1, predict the reaction product. The product is: [C:13]([O:17][C:18]([NH:20][CH:21]([C:26]1[CH:31]=[CH:30][C:29]([O:32][CH3:33])=[C:28]([O:34][CH2:35][CH3:36])[CH:27]=1)[CH2:22][C:23]([N:39]([O:40][CH3:41])[CH3:38])=[O:25])=[O:19])([CH3:14])([CH3:15])[CH3:16]. (6) The product is: [C:28]([O:32][C:33]([N:35]1[CH2:40][CH2:39][CH:38]([NH:41][C:11](=[O:13])[C:10]2[CH:9]=[C:8]([O:7][C:6]3[CH:26]=[CH:27][C:3]([C:1]#[N:2])=[CH:4][CH:5]=3)[CH:16]=[C:15]([O:17][C:18]3[CH:23]=[CH:22][C:21]([C:24]#[N:25])=[CH:20][CH:19]=3)[CH:14]=2)[CH2:37][CH2:36]1)=[O:34])([CH3:31])([CH3:29])[CH3:30]. Given the reactants [C:1]([C:3]1[CH:27]=[CH:26][C:6]([O:7][C:8]2[CH:9]=[C:10]([CH:14]=[C:15]([O:17][C:18]3[CH:23]=[CH:22][C:21]([C:24]#[N:25])=[CH:20][CH:19]=3)[CH:16]=2)[C:11]([OH:13])=O)=[CH:5][CH:4]=1)#[N:2].[C:28]([O:32][C:33]([N:35]1[CH2:40][CH2:39][CH:38]([NH2:41])[CH2:37][CH2:36]1)=[O:34])([CH3:31])([CH3:30])[CH3:29], predict the reaction product.